From a dataset of Forward reaction prediction with 1.9M reactions from USPTO patents (1976-2016). Predict the product of the given reaction. Given the reactants [I-].[NH2:2][N+:3]1[CH:8]=[CH:7][C:6]([O:9][CH3:10])=[CH:5][CH:4]=1.[C:11]1([C:17]#[C:18][C:19]([O:21][CH2:22][CH3:23])=[O:20])[CH:16]=[CH:15][CH:14]=[CH:13][CH:12]=1.C(=O)([O-])[O-].[K+].[K+].O, predict the reaction product. The product is: [CH3:10][O:9][C:6]1[CH:7]=[CH:8][N:3]2[N:2]=[C:17]([C:11]3[CH:12]=[CH:13][CH:14]=[CH:15][CH:16]=3)[C:18]([C:19]([O:21][CH2:22][CH3:23])=[O:20])=[C:4]2[CH:5]=1.